From a dataset of Forward reaction prediction with 1.9M reactions from USPTO patents (1976-2016). Predict the product of the given reaction. (1) Given the reactants [CH3:1][O:2][CH2:3][CH2:4][O:5][CH2:6][C:7]([OH:9])=[O:8].[OH-].[Na+].[CH2:12](Br)[C:13]1[CH:18]=[CH:17][CH:16]=[CH:15][CH:14]=1, predict the reaction product. The product is: [CH3:1][O:2][CH2:3][CH2:4][O:5][CH2:6][C:7]([O:9][CH2:12][C:13]1[CH:18]=[CH:17][CH:16]=[CH:15][CH:14]=1)=[O:8]. (2) Given the reactants [F:1][C:2]([F:23])([C:19]([F:22])([F:21])[F:20])[CH2:3][CH2:4][C:5]1[N:6]=[C:7]([C:14]([O:16]CC)=O)[N:8]2[CH:13]=[CH:12][CH:11]=[N:10][C:9]=12.[NH3:24], predict the reaction product. The product is: [F:1][C:2]([F:23])([C:19]([F:21])([F:22])[F:20])[CH2:3][CH2:4][C:5]1[N:6]=[C:7]([C:14]([NH2:24])=[O:16])[N:8]2[CH:13]=[CH:12][CH:11]=[N:10][C:9]=12. (3) The product is: [C:1]1([S:7]([N:10]2[C:18]3[C:13](=[CH:14][CH:15]=[CH:16][CH:17]=3)[CH:12]=[C:11]2[C:35]2([OH:38])[CH2:36][CH2:37][C:32]([N:31]([CH3:30])[CH3:45])([C:39]3[CH:44]=[CH:43][CH:42]=[CH:41][CH:40]=3)[CH2:33][CH2:34]2)(=[O:9])=[O:8])[CH:2]=[CH:3][CH:4]=[CH:5][CH:6]=1. Given the reactants [C:1]1([S:7]([N:10]2[C:18]3[C:13](=[CH:14][CH:15]=[CH:16][CH:17]=3)[CH:12]=[CH:11]2)(=[O:9])=[O:8])[CH:6]=[CH:5][CH:4]=[CH:3][CH:2]=1.C([Li])CCC.CCCCCC.[CH3:30][N:31]([CH3:45])[C:32]1([C:39]2[CH:44]=[CH:43][CH:42]=[CH:41][CH:40]=2)[CH2:37][CH2:36][C:35](=[O:38])[CH2:34][CH2:33]1, predict the reaction product. (4) Given the reactants [CH3:1][O:2][C:3]1[C:11]([O:12][CH3:13])=[CH:10][CH:9]=[CH:8][C:4]=1[CH2:5]CN.[NH2:14][C:15]1[N:20]=[CH:19][C:18](/[CH:21]=[CH:22]/[C:23]([OH:25])=O)=[CH:17][CH:16]=1.Cl.[CH3:27][N:28]1CC2C=C(/C=C/C(O)=O)C=NC=2NC(=O)C1, predict the reaction product. The product is: [NH2:14][C:15]1[N:20]=[CH:19][C:18](/[CH:21]=[CH:22]/[C:23]([N:28]([CH2:5][C:4]2[CH:8]=[CH:9][CH:10]=[C:11]([O:12][CH3:13])[C:3]=2[O:2][CH3:1])[CH3:27])=[O:25])=[CH:17][CH:16]=1. (5) Given the reactants [F:1][C:2]1[CH:3]=[C:4]([C:8]2[C:12]([CH2:13][O:14][C:15]3[CH:23]=[CH:22][C:18]([C:19]([OH:21])=O)=[CH:17][N:16]=3)=[C:11]([CH3:24])[O:10][N:9]=2)[CH:5]=[CH:6][CH:7]=1.F[B-](F)(F)F.[N:30]1(OC(N(C)C)=[N+](C)C)[C:34]2[CH:35]=CC=C[C:33]=2N=N1.C(N(CC)C(C)C)(C)C.C(N)(C)C, predict the reaction product. The product is: [F:1][C:2]1[CH:3]=[C:4]([C:8]2[C:12]([CH2:13][O:14][C:15]3[CH:23]=[CH:22][C:18]([C:19]([NH:30][CH:34]([CH3:35])[CH3:33])=[O:21])=[CH:17][N:16]=3)=[C:11]([CH3:24])[O:10][N:9]=2)[CH:5]=[CH:6][CH:7]=1. (6) Given the reactants C(OC([N:8]([CH2:12][C:13]1[CH:20]=[CH:19][C:16]([CH2:17][NH2:18])=[CH:15][CH:14]=1)[CH:9]([CH3:11])[CH3:10])=O)(C)(C)C.B.CSC.C(OC(N(CC1C=CC(C#N)=CC=1)C(C)C)=O)(C)(C)C.OS([O-])(=O)=O.[K+].[OH-].[Na+], predict the reaction product. The product is: [CH:9]([NH:8][CH2:12][C:13]1[CH:14]=[CH:15][C:16]([C:17]#[N:18])=[CH:19][CH:20]=1)([CH3:11])[CH3:10]. (7) Given the reactants Br[CH2:2][C:3]1[CH:28]=[CH:27][CH:26]=[CH:25][C:4]=1[CH2:5][N:6]1[C:10]2[CH:11]=[CH:12][CH:13]=[CH:14][C:9]=2[N:8]([C:15]2[CH:20]=[CH:19][CH:18]=[C:17]([F:21])[C:16]=2[F:22])[S:7]1(=[O:24])=[O:23].[CH3:29][NH2:30].[ClH:31], predict the reaction product. The product is: [ClH:31].[F:22][C:16]1[C:17]([F:21])=[CH:18][CH:19]=[CH:20][C:15]=1[N:8]1[C:9]2[CH:14]=[CH:13][CH:12]=[CH:11][C:10]=2[N:6]([CH2:5][C:4]2[CH:25]=[CH:26][CH:27]=[CH:28][C:3]=2[CH2:2][NH:30][CH3:29])[S:7]1(=[O:24])=[O:23]. (8) Given the reactants [CH2:1]([N:3]1[C:11]2[C:6](=[CH:7][CH:8]=[CH:9][CH:10]=2)[C:5]([CH:12]=[C:13]([N+:15]([O-])=O)[CH3:14])=[CH:4]1)[CH3:2].[H-].[H-].[H-].[H-].[Li+].[Al+3], predict the reaction product. The product is: [CH2:1]([N:3]1[C:11]2[C:6](=[CH:7][CH:8]=[CH:9][CH:10]=2)[C:5]([CH2:12][CH:13]([NH2:15])[CH3:14])=[CH:4]1)[CH3:2]. (9) The product is: [F:17][C:18]1[CH:27]=[CH:26][C:21]([C:22]([NH:24]/[N:25]=[C:14](/[C:11]2[NH:12][CH:13]=[C:9]([C@@H:2]([OH:1])[C@H:3]([OH:8])[C@H:4]([OH:7])[CH2:5][OH:6])[N:10]=2)\[CH3:15])=[O:23])=[CH:20][CH:19]=1. Given the reactants [OH:1][C@H:2]([C:9]1[N:10]=[C:11]([C:14](=O)[CH3:15])[NH:12][CH:13]=1)[C@H:3]([OH:8])[C@H:4]([OH:7])[CH2:5][OH:6].[F:17][C:18]1[CH:27]=[CH:26][C:21]([C:22]([NH:24][NH2:25])=[O:23])=[CH:20][CH:19]=1, predict the reaction product. (10) Given the reactants N[C:2]1[C:3]([NH2:14])=[C:4]([N+:11]([O-:13])=[O:12])[C:5]([N+]([O-])=O)=[N:6][CH:7]=1.N[C:16]1[CH:21]=[CH:20][C:19]([N+]([O-])=O)=[C:18]([N+:25]([O-:27])=[O:26])[C:17]=1[NH2:28].NC1C=CC=CN=1.NC1C=CC=CC=1.[OH:43][S:44](O)(=[O:46])=[O:45].[O:48]=[S:49](=[O:51])=[O:50].[N+]([O-])(O)=O, predict the reaction product. The product is: [NH2:14][C:3]1[CH:2]=[CH:7][N:6]=[C:5]([S:44]([OH:46])(=[O:45])=[O:43])[C:4]=1[N+:11]([O-:13])=[O:12].[NH2:28][C:17]1[C:18]([N+:25]([O-:27])=[O:26])=[C:19]([S:49]([OH:51])(=[O:50])=[O:48])[CH:20]=[CH:21][CH:16]=1.